Dataset: Forward reaction prediction with 1.9M reactions from USPTO patents (1976-2016). Task: Predict the product of the given reaction. (1) Given the reactants [NH2:1][C:2]1[C:7](=[O:8])[NH:6][C:5]([C:9]2[CH:14]=[CH:13][C:12]([C:15]3([NH:19][C:20](=[O:26])[O:21][C:22]([CH3:25])([CH3:24])[CH3:23])[CH2:18][CH2:17][CH2:16]3)=[CH:11][CH:10]=2)=[C:4]([C:27]2[CH:32]=[CH:31][CH:30]=[CH:29][CH:28]=2)[CH:3]=1.CCN(C(C)C)C(C)C.[Cl-].Br[CH:44]([CH2:47][CH2:48]Br)[CH2:45][OH:46].C(=O)(O)[O-:51].[Na+], predict the reaction product. The product is: [OH:46][CH2:45][CH2:44][CH:47]1[O:8][C:7]2[N:6]=[C:5]([C:9]3[CH:10]=[CH:11][C:12]([C:15]4([NH:19][C:20](=[O:26])[O:21][C:22]([CH3:25])([CH3:24])[CH3:23])[CH2:18][CH2:17][CH2:16]4)=[CH:13][CH:14]=3)[C:4]([C:27]3[CH:32]=[CH:31][CH:30]=[CH:29][CH:28]=3)=[CH:3][C:2]=2[NH:1][C:48]1=[O:51].[C:27]1([C:4]2[C:5]([C:9]3[CH:10]=[CH:11][C:12]([C:15]4([NH:19][C:20](=[O:26])[O:21][C:22]([CH3:25])([CH3:24])[CH3:23])[CH2:18][CH2:17][CH2:16]4)=[CH:13][CH:14]=3)=[N:6][C:7]3[O:8][CH:44]4[CH2:47][CH2:48][O:46][C:45]4=[N:1][C:2]=3[CH:3]=2)[CH:32]=[CH:31][CH:30]=[CH:29][CH:28]=1. (2) The product is: [OH:20][C:21]1[CH:26]=[CH:25][C:24]([C:2]2[CH:3]=[CH:4][C:5]3[N:6]([N:8]=[C:9]([NH:11][C:12](=[O:19])[C:13]4[CH:18]=[CH:17][CH:16]=[CH:15][CH:14]=4)[N:10]=3)[CH:7]=2)=[CH:23][CH:22]=1. Given the reactants Br[C:2]1[CH:3]=[CH:4][C:5]2[N:6]([N:8]=[C:9]([NH:11][C:12](=[O:19])[C:13]3[CH:18]=[CH:17][CH:16]=[CH:15][CH:14]=3)[N:10]=2)[CH:7]=1.[OH:20][C:21]1[CH:26]=[CH:25][C:24](B(O)O)=[CH:23][CH:22]=1, predict the reaction product. (3) Given the reactants Br[C:2]1[CH:11]=[CH:10][C:5]2[N:6]=[C:7]([CH3:9])[O:8][C:4]=2[CH:3]=1.[B:12]1([B:12]2[O:16][C:15]([CH3:18])([CH3:17])[C:14]([CH3:20])([CH3:19])[O:13]2)[O:16][C:15]([CH3:18])([CH3:17])[C:14]([CH3:20])([CH3:19])[O:13]1.C([O-])(=O)C.[K+], predict the reaction product. The product is: [CH3:9][C:7]1[O:8][C:4]2[CH:3]=[C:2]([B:12]3[O:16][C:15]([CH3:18])([CH3:17])[C:14]([CH3:20])([CH3:19])[O:13]3)[CH:11]=[CH:10][C:5]=2[N:6]=1. (4) Given the reactants [OH:1][C:2]([C:4]([F:7])([F:6])[F:5])=[O:3].[NH2:8][C@@H:9]([CH2:24][C:25]1[CH:30]=[CH:29][C:28]([Cl:31])=[CH:27][CH:26]=1)[C:10]([NH:12][C:13]1[O:17][N:16]=[C:15]([C:18]2[CH:23]=[CH:22][N:21]=[CH:20][CH:19]=2)[CH:14]=1)=[O:11].[S:32]1[CH:36]=[C:35]([CH:37]=O)[N:34]=[CH:33]1.C(O[BH-](OC(=O)C)OC(=O)C)(=O)C.[Na+].CCN(C(C)C)C(C)C, predict the reaction product. The product is: [OH:3][C:2]([C:4]([F:7])([F:6])[F:5])=[O:1].[Cl:31][C:28]1[CH:27]=[CH:26][C:25]([CH2:24][C@H:9]([NH:8][CH2:37][C:35]2[N:34]=[CH:33][S:32][CH:36]=2)[C:10]([NH:12][C:13]2[O:17][N:16]=[C:15]([C:18]3[CH:19]=[CH:20][N:21]=[CH:22][CH:23]=3)[CH:14]=2)=[O:11])=[CH:30][CH:29]=1. (5) Given the reactants [CH3:1][O:2][C:3]1[CH:4]=[C:5]([CH:23]=[C:24]([C:27](=[O:43])[NH:28][C:29]2[CH:34]=[CH:33][C:32]([O:35]COC)=[C:31]([O:39]COC)[CH:30]=2)[C:25]=1[OH:26])[CH:6]=[C:7]1[S:11][C:10](=[O:12])[N:9]([CH2:13][C:14]2[CH:19]=[CH:18][C:17]([Cl:20])=[C:16]([Cl:21])[CH:15]=2)[C:8]1=[O:22].Cl.C(OC(C)C)(C)C, predict the reaction product. The product is: [CH3:1][O:2][C:3]1[CH:4]=[C:5]([CH:23]=[C:24]([C:27](=[O:43])[NH:28][C:29]2[CH:34]=[CH:33][C:32]([OH:35])=[C:31]([OH:39])[CH:30]=2)[C:25]=1[OH:26])[CH:6]=[C:7]1[S:11][C:10](=[O:12])[N:9]([CH2:13][C:14]2[CH:19]=[CH:18][C:17]([Cl:20])=[C:16]([Cl:21])[CH:15]=2)[C:8]1=[O:22].